This data is from Forward reaction prediction with 1.9M reactions from USPTO patents (1976-2016). The task is: Predict the product of the given reaction. Given the reactants CS[C:3]1[NH:4][CH:5]=[C:6]([CH2:10][C:11]2[CH:12]=[N:13][CH:14]=[N:15][CH:16]=2)[C:7](=[O:9])[N:8]=1.[F:17][C:18]1[CH:33]=[CH:32][C:21]([O:22][C:23]2[CH:28]=[CH:27][C:26]([CH2:29][CH2:30][NH2:31])=[CH:25][CH:24]=2)=[CH:20][CH:19]=1, predict the reaction product. The product is: [F:17][C:18]1[CH:33]=[CH:32][C:21]([O:22][C:23]2[CH:28]=[CH:27][C:26]([CH2:29][CH2:30][NH:31][C:3]3[NH:4][CH:5]=[C:6]([CH2:10][C:11]4[CH:12]=[N:13][CH:14]=[N:15][CH:16]=4)[C:7](=[O:9])[N:8]=3)=[CH:25][CH:24]=2)=[CH:20][CH:19]=1.